Binary Classification. Given a miRNA mature sequence and a target amino acid sequence, predict their likelihood of interaction. From a dataset of Experimentally validated miRNA-target interactions with 360,000+ pairs, plus equal number of negative samples. (1) The miRNA is hsa-miR-514a-3p with sequence AUUGACACUUCUGUGAGUAGA. Result: 0 (no interaction). The protein sequence of the target gene is MGCTVSAEDKAAAERSKMIDKNLREDGEKAAREVKLLLLGAGESGKSTIVKQMKIIHEDGYSEEECRQYRAVVYSNTIQSIMAIVKAMGNLQIDFADPQRADDARQLFALSCAAEEQGMLPEDLSGVIRRLWADHGVQACFGRSREYQLNDSAAYYLNDLERIAQSDYIPTQQDVLRTRVKTTGIVETHFTFKDLHFKMFDVGGQRSERKKWIHCFEGVTAIIFCVALSAYDLVLAEDEEMNRMHESMKLFDSICNNKWFTDTSIILFLNKKDLFEEKITQSPLTICFPEYTGANKYDEA.... (2) The miRNA is hsa-miR-6082 with sequence GAAUACGUCUGGUUGAUCC. The protein sequence of the target gene is MSDPQTSMAATAAVSPSDYLQPAASTTQDSQPSPLALLAATCSKIGPPAVEAAVTPPAPPQPTPRKLVPIKPAPLPLSPGKNSFGILSSKGNILQIQGSQLSASYPGGQLVFAIQNPTMINKGTRSNANIQYQAVPQIQASNSQTIQVQPNLTNQIQIIPGTNQAIITPSPSSHKPVPIKPAPIQKSSTTTTPVQSGANVVKLTGGGGNVTLTLPVNNLVNASDTGAPTQLLTESPPTPLSKTNKKARKKSLPASQPPVAVAEQVETVLIETTADNIIQAGNNLLIVQSPGGGQPAVVQQ.... Result: 0 (no interaction). (3) The miRNA is hsa-miR-197-5p with sequence CGGGUAGAGAGGGCAGUGGGAGG. The protein sequence of the target gene is MPENPAAEKMQVLQVLDRLRGKLQEKGDTTQNEKLSAFYETLKSPLFNQILTLQQSIKQLKGQLSHIPSDCSANFDFSRKGLLVFTDGSITNGNAQRPCSNVTASELLPWTQKSASEDFNSVIQQMAQGRHVEYIDIERPSTGGLGFSVVALRSQSLGLIDIFVKEVHPGSVADRDHRLKENDQILAINDTPLDQNISHQQAIALLQQATGSLRLVVAREVGHTQGRASTSSADTTLPETVCWGHTEEVELINDGSGLGFGIVGGKSSGVVVRTIVPGGLADRDGRLQTGDHILKIGGTN.... Result: 0 (no interaction).